From a dataset of NCI-60 drug combinations with 297,098 pairs across 59 cell lines. Regression. Given two drug SMILES strings and cell line genomic features, predict the synergy score measuring deviation from expected non-interaction effect. Drug 1: C1=CC(=CC=C1CCCC(=O)O)N(CCCl)CCCl. Drug 2: C(=O)(N)NO. Cell line: ACHN. Synergy scores: CSS=63.3, Synergy_ZIP=-4.69, Synergy_Bliss=-0.219, Synergy_Loewe=-6.49, Synergy_HSA=2.02.